Dataset: Forward reaction prediction with 1.9M reactions from USPTO patents (1976-2016). Task: Predict the product of the given reaction. (1) The product is: [CH:32]([N:20]([CH2:18][CH3:10])[CH:21]([CH3:22])[CH3:29])([CH3:33])[CH3:37]. Given the reactants N1C=CN=CC=1C(N[C@H:10]([C:18]([NH:20][C@H:21]([C:29](O)=O)[CH2:22]C1C=CC=CC=1)=O)CC1C=CC=CC=1)=O.[CH:32]1[CH:33]=CC2N(O)N=NC=2[CH:37]=1.Cl.C(N=C=NCCCN(C)C)C, predict the reaction product. (2) Given the reactants [OH:1][CH2:2][C:3]1[C:4](=[O:9])[CH2:5][CH2:6][C:7]=1[CH3:8].[O:10]1[CH:15]=[CH:14][CH2:13][CH2:12][CH2:11]1.O.C1(C)C=CC(S(O)(=O)=O)=CC=1.C(=O)(O)[O-].[Na+], predict the reaction product. The product is: [CH3:8][C:7]1[CH2:6][CH2:5][C:4](=[O:9])[C:3]=1[CH2:2][O:1][CH:11]1[CH2:12][CH2:13][CH2:14][CH2:15][O:10]1. (3) Given the reactants [S:1]1[CH:5]=[CH:4][CH:3]=[C:2]1[CH2:6][NH:7][C:8]1[S:9][CH2:10][C:11](=[O:13])[N:12]=1.C(O[Na])(C)=O.[CH:19]([C:21]1[N:22]=[C:23]2[C:28](=[CH:29][CH:30]=1)[N:27]=[CH:26][C:25]([C:31]#[N:32])=[CH:24]2)=O, predict the reaction product. The product is: [O:13]=[C:11]1[C:10](=[CH:19][C:21]2[N:22]=[C:23]3[C:28](=[CH:29][CH:30]=2)[N:27]=[CH:26][C:25]([C:31]#[N:32])=[CH:24]3)[S:9][C:8]([NH:7][CH2:6][C:2]2[S:1][CH:5]=[CH:4][CH:3]=2)=[N:12]1.